Dataset: Full USPTO retrosynthesis dataset with 1.9M reactions from patents (1976-2016). Task: Predict the reactants needed to synthesize the given product. (1) Given the product [Br:3][C:4]1[C:9]([F:10])=[CH:8][CH:7]=[C:6]([NH2:11])[C:5]=1[NH:2][CH3:16], predict the reactants needed to synthesize it. The reactants are: [Cl-].[NH4+:2].[Br:3][C:4]1[C:9]([F:10])=[CH:8][CH:7]=[C:6]([N+:11]([O-])=O)[C:5]=1CN.[CH3:16]O.O. (2) Given the product [Br:1][C:2]1[C:3]2[N:4]([C:9]([C:19]3[CH:24]=[CH:23][N:22]=[C:21]([OH:30])[N:20]=3)=[C:10]([C:12]3[CH:17]=[CH:16][CH:15]=[C:14]([CH3:18])[N:13]=3)[N:11]=2)[CH:5]=[C:6]([CH3:8])[CH:7]=1, predict the reactants needed to synthesize it. The reactants are: [Br:1][C:2]1[C:3]2[N:4]([C:9]([C:19]3[CH:24]=[CH:23][N:22]=[C:21](S(C)(=O)=O)[N:20]=3)=[C:10]([C:12]3[CH:17]=[CH:16][CH:15]=[C:14]([CH3:18])[N:13]=3)[N:11]=2)[CH:5]=[C:6]([CH3:8])[CH:7]=1.O.[O:30]1CCOCC1.